This data is from Reaction yield outcomes from USPTO patents with 853,638 reactions. The task is: Predict the reaction yield, written as a fraction of the theoretical maximum amount of product (1.0 means a 100% yield; for example, 0.34 means a 34% yield). (1) The reactants are [CH3:1][O:2][C:3]([C:5]1[C:10](Cl)=[C:9]([NH:12][C:13](=[O:15])[CH3:14])[CH:8]=[C:7]([C:16]2[CH:21]=[CH:20][C:19]([Cl:22])=[C:18]([O:23][CH3:24])[C:17]=2[F:25])[N:6]=1)=[O:4].[CH3:26][Si:27]([CH3:44])([CH3:43])[C:28]#[C:29][Sn](CCCC)(CCCC)CCCC. The catalyst is ClCCCl.Cl[Pd](Cl)([P](C1C=CC=CC=1)(C1C=CC=CC=1)C1C=CC=CC=1)[P](C1C=CC=CC=1)(C1C=CC=CC=1)C1C=CC=CC=1. The product is [CH3:1][O:2][C:3]([C:5]1[C:10]([C:29]#[C:28][Si:27]([CH3:44])([CH3:43])[CH3:26])=[C:9]([NH:12][C:13](=[O:15])[CH3:14])[CH:8]=[C:7]([C:16]2[CH:21]=[CH:20][C:19]([Cl:22])=[C:18]([O:23][CH3:24])[C:17]=2[F:25])[N:6]=1)=[O:4]. The yield is 0.211. (2) No catalyst specified. The product is [CH3:2][C:1]1[O:7][C:6]([C:8]2[N:13]3[N:14]=[C:15]([NH2:17])[N:16]=[C:12]3[CH:11]=[C:10]([C:23]3[CH:24]=[N:25][CH:26]=[CH:27][CH:28]=3)[CH:9]=2)=[N:5][N:4]=1. The yield is 0.580. The reactants are [C:1]([NH:4][NH:5][C:6]([C:8]1[N:13]2[N:14]=[C:15]([NH:17]C(NCC)=O)[N:16]=[C:12]2[CH:11]=[C:10]([C:23]2[CH:24]=[N:25][CH:26]=[CH:27][CH:28]=2)[CH:9]=1)=[O:7])(=O)[CH3:2].C(=O)(O)[O-].[Na+]. (3) The reactants are ClC1C=CC=C(C(OO)=[O:9])C=1.[CH3:12][C@H:13]1[C:21]2[C:20]([N:22]3[CH2:27][CH2:26][N:25]([C:28]([O:30][C:31]([CH3:34])([CH3:33])[CH3:32])=[O:29])[CH2:24][CH2:23]3)=[N:19][CH:18]=[N:17][C:16]=2[CH2:15][CH2:14]1.C([O-])(O)=O.[Na+].[O-]S([O-])(=S)=O.[Na+].[Na+].C([O-])([O-])=O.[Na+].[Na+]. The catalyst is C(Cl)(Cl)Cl.O. The product is [C:31]([O:30][C:28]([N:25]1[CH2:24][CH2:23][N:22]([C:20]2[N:19]=[CH:18][N+:17]([O-:9])=[C:16]3[CH2:15][CH2:14][C@@H:13]([CH3:12])[C:21]=23)[CH2:27][CH2:26]1)=[O:29])([CH3:33])([CH3:32])[CH3:34]. The yield is 1.00. (4) The reactants are [NH2:1][C:2]1[N:3]([CH3:26])[C:4](=[O:25])[C:5]([C:17]2[CH:18]=[C:19]([CH:22]=[CH:23][CH:24]=2)[CH:20]=O)([C:7]2[CH:12]=[CH:11][C:10]([O:13][CH:14]([F:16])[F:15])=[CH:9][CH:8]=2)[N:6]=1.[CH:27]([NH2:30])([CH3:29])[CH3:28].[BH4-].[Na+].[OH-].[Na+]. The catalyst is CO. The product is [NH2:1][C:2]1[N:3]([CH3:26])[C:4](=[O:25])[C:5]([C:7]2[CH:12]=[CH:11][C:10]([O:13][CH:14]([F:16])[F:15])=[CH:9][CH:8]=2)([C:17]2[CH:24]=[CH:23][CH:22]=[C:19]([CH2:20][NH:30][CH:27]([CH3:29])[CH3:28])[CH:18]=2)[N:6]=1. The yield is 0.930. (5) The reactants are C(O)(C(F)(F)F)=O.C(OC([N:15]1[CH2:20][CH2:19][N:18]([C:21]2[O:22][C:23]([C@@H:26]3[CH2:32][CH2:31][C@@H:30]4[CH2:33][N:27]3[C:28](=[O:39])[N:29]4[O:34][S:35]([OH:38])(=[O:37])=[O:36])=[N:24][N:25]=2)[CH2:17][CH2:16]1)=O)(C)(C)C.C([N+](CCCC)(CCCC)CCCC)CCC. The catalyst is C(Cl)Cl.CCOCC. The product is [S:35]([OH:38])([O:34][N:29]1[C:28](=[O:39])[N:27]2[CH2:33][C@H:30]1[CH2:31][CH2:32][C@H:26]2[C:23]1[O:22][C:21]([N:18]2[CH2:19][CH2:20][NH:15][CH2:16][CH2:17]2)=[N:25][N:24]=1)(=[O:36])=[O:37]. The yield is 0.350. (6) The reactants are [Br:1][C:2]1[CH:7]=[CH:6][C:5]([NH:8][C:9]2[C:10]([C:17]([OH:19])=O)=[CH:11][N:12]([CH3:16])[C:13](=[O:15])[CH:14]=2)=[C:4]([F:20])[CH:3]=1.CCN=C=NCCCN(C)C.C1C=CC2N(O)N=NC=2C=1.[CH:42]1([CH2:45][O:46][NH2:47])[CH2:44][CH2:43]1.CCN(CC)CC. The catalyst is CN(C=O)C.CCOC(C)=O. The product is [CH:42]1([CH2:45][O:46][NH:47][C:17]([C:10]2[C:9]([NH:8][C:5]3[CH:6]=[CH:7][C:2]([Br:1])=[CH:3][C:4]=3[F:20])=[CH:14][C:13](=[O:15])[N:12]([CH3:16])[CH:11]=2)=[O:19])[CH2:44][CH2:43]1. The yield is 0.890. (7) The yield is 0.530. The product is [C:37]1([N:19]2[C:20]3[C:25](=[CH:24][CH:23]=[CH:22][CH:21]=3)[C:17]([C:15]([NH:14][CH2:13][CH2:12][NH:11][C:9](=[O:10])[C:8]3[CH:26]=[CH:27][C:5]([O:4][CH2:3][C:2]([F:28])([F:1])[F:29])=[N:6][CH:7]=3)=[O:16])=[CH:18]2)[CH:42]=[CH:41][CH:40]=[CH:39][CH:38]=1. The reactants are [F:1][C:2]([F:29])([F:28])[CH2:3][O:4][C:5]1[CH:27]=[CH:26][C:8]([C:9]([NH:11][CH2:12][CH2:13][NH:14][C:15]([C:17]2[C:25]3[C:20](=[CH:21][CH:22]=[CH:23][CH:24]=3)[NH:19][CH:18]=2)=[O:16])=[O:10])=[CH:7][N:6]=1.C(=O)([O-])[O-].[K+].[K+].I[C:37]1[CH:42]=[CH:41][CH:40]=[CH:39][CH:38]=1.CN[C@@H]1CCCC[C@H]1NC. The catalyst is [Cu]I. (8) The reactants are Cl[C:2]1[CH:35]=[CH:34][C:5]2[B:6]([C:16]3[C:21]([C:22]([CH3:25])([CH3:24])[CH3:23])=[CH:20][C:19]([C:26]([CH3:29])([CH3:28])[CH3:27])=[CH:18][C:17]=3[C:30]([CH3:33])([CH3:32])[CH3:31])[C:7]3[CH:14]=[CH:13][C:12](Cl)=[CH:11][C:8]=3[CH:9]=[CH:10][C:4]=2[CH:3]=1.[C:36]1([CH3:44])[CH:41]=[CH:40][C:39]([Mg]Br)=[CH:38][CH:37]=1. The catalyst is C1COCC1.Cl[Ni]1(Cl)[P](C2C=CC=CC=2)(C2C=CC=CC=2)CCC[P]1(C1C=CC=CC=1)C1C=CC=CC=1. The product is [C:36]1([CH3:44])[CH:41]=[CH:40][C:39]([C:2]2[CH:35]=[CH:34][C:5]3[B:6]([C:16]4[C:21]([C:22]([CH3:25])([CH3:24])[CH3:23])=[CH:20][C:19]([C:26]([CH3:29])([CH3:28])[CH3:27])=[CH:18][C:17]=4[C:30]([CH3:33])([CH3:32])[CH3:31])[C:7]4[CH:14]=[CH:13][C:12]([C:35]5[CH:34]=[CH:5][C:4]([CH3:10])=[CH:3][CH:2]=5)=[CH:11][C:8]=4[CH:9]=[CH:10][C:4]=3[CH:3]=2)=[CH:38][CH:37]=1. The yield is 0.990. (9) The reactants are [CH2:1]([O:3][CH2:4][CH2:5][CH2:6][O:7][C:8](=[O:41])[C@@H:9]([NH:19][C:20]([C:22]1[C:23]([CH3:40])=[N:24][C:25]([NH:29][CH2:30][CH2:31][CH2:32][C:33]2[CH:38]=[CH:37][CH:36]=[C:35]([OH:39])[CH:34]=2)=[N:26][C:27]=1[CH3:28])=[O:21])[CH2:10][NH:11][C:12]([C:14]1[S:15][CH:16]=[CH:17][CH:18]=1)=[O:13])[CH3:2].[C:42](O[C:42](=[O:46])[CH:43]([CH3:45])[CH3:44])(=[O:46])[CH:43]([CH3:45])[CH3:44].N1C=CC=CC=1. The catalyst is CCOC(C)=O. The product is [CH2:1]([O:3][CH2:4][CH2:5][CH2:6][O:7][C:8](=[O:41])[C@@H:9]([NH:19][C:20]([C:22]1[C:27]([CH3:28])=[N:26][C:25]([NH:29][CH2:30][CH2:31][CH2:32][C:33]2[CH:38]=[CH:37][CH:36]=[C:35]([O:39][C:42](=[O:46])[CH:43]([CH3:45])[CH3:44])[CH:34]=2)=[N:24][C:23]=1[CH3:40])=[O:21])[CH2:10][NH:11][C:12]([C:14]1[S:15][CH:16]=[CH:17][CH:18]=1)=[O:13])[CH3:2]. The yield is 0.830.